This data is from Full USPTO retrosynthesis dataset with 1.9M reactions from patents (1976-2016). The task is: Predict the reactants needed to synthesize the given product. (1) Given the product [F:25][C:20]1[CH:19]=[C:18]([C:6]2[C:7]([O:16][CH3:17])=[C:8]([C:12]([O:14][CH3:15])=[O:13])[C:9]3[N:10]=[CH:11][C:2]([C:31]4[S:32][CH:33]=[CH:34][CH:35]=4)=[N:3][C:4]=3[CH:5]=2)[CH:23]=[CH:22][C:21]=1[F:24], predict the reactants needed to synthesize it. The reactants are: Cl[C:2]1[CH:11]=[N:10][C:9]2[C:8]([C:12]([O:14][CH3:15])=[O:13])=[C:7]([O:16][CH3:17])[C:6]([C:18]3[CH:23]=[CH:22][C:21]([F:24])=[C:20]([F:25])[CH:19]=3)=[CH:5][C:4]=2[N:3]=1.C([Sn](CCCC)(CCCC)[C:31]1[S:32][CH:33]=[CH:34][CH:35]=1)CCC. (2) Given the product [CH3:9][O:8][CH2:7][C:4]1[S:3][C:2]([CH:17]=[O:18])=[CH:6][CH:5]=1, predict the reactants needed to synthesize it. The reactants are: Br[C:2]1[S:3][C:4]([CH2:7][O:8][CH3:9])=[CH:5][CH:6]=1.C([Li])CCC.CN(C)[CH:17]=[O:18].Cl. (3) The reactants are: C([O:5][P:6]([CH:13]([C:15]1[C:20]([CH3:21])=[CH:19][N:18]=[C:17]([CH3:22])[C:16]=1[O:23][CH2:24][C:25]1[CH:30]=[CH:29][CH:28]=[CH:27][CH:26]=1)[OH:14])(=[O:12])[O:7]C(C)(C)C)(C)(C)C. Given the product [CH2:24]([O:23][C:16]1[C:17]([CH3:22])=[N:18][CH:19]=[C:20]([CH3:21])[C:15]=1[CH:13]([P:6](=[O:5])([OH:12])[OH:7])[OH:14])[C:25]1[CH:26]=[CH:27][CH:28]=[CH:29][CH:30]=1, predict the reactants needed to synthesize it. (4) Given the product [Si:1]([O:8][CH2:9][C@@H:10]1[CH:15]=[C:14]([CH2:16][CH2:34][N+:31]([O-:33])=[O:32])[C@H:13]([OH:23])[CH2:12][N:11]1[C:24]([O:26][C:27]([CH3:28])([CH3:30])[CH3:29])=[O:25])([C:4]([CH3:7])([CH3:6])[CH3:5])([CH3:3])[CH3:2], predict the reactants needed to synthesize it. The reactants are: [Si:1]([O:8][CH2:9][C@@H:10]1[CH:15]=[C:14]([CH2:16]OC(OCC)=O)[C@H:13]([OH:23])[CH2:12][N:11]1[C:24]([O:26][C:27]([CH3:30])([CH3:29])[CH3:28])=[O:25])([C:4]([CH3:7])([CH3:6])[CH3:5])([CH3:3])[CH3:2].[N+:31]([CH3:34])([O-:33])=[O:32]. (5) Given the product [C:1]([O:5][C:6](=[O:19])[NH:7][CH2:8][C:9]1[CH:14]=[CH:13][C:12]([Cl:15])=[C:11]([NH:16][C:17]2[NH:36][C:24]3[CH:25]=[C:26]([N:27]4[CH2:31][CH2:30][CH2:29][CH:28]4[CH2:32][N:33]([CH3:35])[CH3:34])[C:21]([Cl:20])=[CH:22][C:23]=3[N:37]=2)[CH:10]=1)([CH3:4])([CH3:3])[CH3:2], predict the reactants needed to synthesize it. The reactants are: [C:1]([O:5][C:6](=[O:19])[NH:7][CH2:8][C:9]1[CH:14]=[CH:13][C:12]([Cl:15])=[C:11]([N:16]=[C:17]=S)[CH:10]=1)([CH3:4])([CH3:3])[CH3:2].[Cl:20][C:21]1[CH:22]=[C:23]([NH2:37])[C:24]([NH2:36])=[CH:25][C:26]=1[N:27]1[CH2:31][CH2:30][CH2:29][CH:28]1[CH2:32][N:33]([CH3:35])[CH3:34]. (6) Given the product [C:1]([C:3]1[N:4]([CH2:12][O:13][CH2:14][CH2:15][Si:16]([CH3:19])([CH3:18])[CH3:17])[CH:5]=[C:6]([C:8]([O:10][CH3:11])=[O:9])[N:7]=1)#[N:20], predict the reactants needed to synthesize it. The reactants are: [CH:1]([C:3]1[N:4]([CH2:12][O:13][CH2:14][CH2:15][Si:16]([CH3:19])([CH3:18])[CH3:17])[CH:5]=[C:6]([C:8]([O:10][CH3:11])=[O:9])[N:7]=1)=O.[NH2:20]O.Cl. (7) The reactants are: [Br:1][CH:2]([CH2:6][CH2:7]Br)[C:3](Cl)=[O:4].[CH:9]1([NH2:15])[CH2:14][CH2:13][CH2:12][CH2:11][CH2:10]1.[OH-].[Na+].[H-].[Na+]. Given the product [Br:1][CH:2]1[CH2:6][CH2:7][N:15]([CH:9]2[CH2:14][CH2:13][CH2:12][CH2:11][CH2:10]2)[C:3]1=[O:4], predict the reactants needed to synthesize it.